This data is from NCI-60 drug combinations with 297,098 pairs across 59 cell lines. The task is: Regression. Given two drug SMILES strings and cell line genomic features, predict the synergy score measuring deviation from expected non-interaction effect. (1) Drug 1: C1=NC2=C(N=C(N=C2N1C3C(C(C(O3)CO)O)O)F)N. Drug 2: CC1=C(C(CCC1)(C)C)C=CC(=CC=CC(=CC(=O)O)C)C. Cell line: U251. Synergy scores: CSS=-2.46, Synergy_ZIP=5.31, Synergy_Bliss=9.46, Synergy_Loewe=1.84, Synergy_HSA=1.49. (2) Drug 1: CCC1=CC2CC(C3=C(CN(C2)C1)C4=CC=CC=C4N3)(C5=C(C=C6C(=C5)C78CCN9C7C(C=CC9)(C(C(C8N6C)(C(=O)OC)O)OC(=O)C)CC)OC)C(=O)OC.C(C(C(=O)O)O)(C(=O)O)O. Drug 2: CCC1(C2=C(COC1=O)C(=O)N3CC4=CC5=C(C=CC(=C5CN(C)C)O)N=C4C3=C2)O.Cl. Cell line: DU-145. Synergy scores: CSS=43.5, Synergy_ZIP=-5.27, Synergy_Bliss=-3.56, Synergy_Loewe=-14.8, Synergy_HSA=-2.01. (3) Cell line: NCIH23. Drug 2: CN1C(=O)N2C=NC(=C2N=N1)C(=O)N. Synergy scores: CSS=9.61, Synergy_ZIP=-3.91, Synergy_Bliss=-0.320, Synergy_Loewe=-19.0, Synergy_HSA=-1.76. Drug 1: CCC1(CC2CC(C3=C(CCN(C2)C1)C4=CC=CC=C4N3)(C5=C(C=C6C(=C5)C78CCN9C7C(C=CC9)(C(C(C8N6C=O)(C(=O)OC)O)OC(=O)C)CC)OC)C(=O)OC)O.OS(=O)(=O)O. (4) Drug 1: CC(C1=C(C=CC(=C1Cl)F)Cl)OC2=C(N=CC(=C2)C3=CN(N=C3)C4CCNCC4)N. Drug 2: C1=CN(C=N1)CC(O)(P(=O)(O)O)P(=O)(O)O. Cell line: HOP-62. Synergy scores: CSS=3.76, Synergy_ZIP=3.62, Synergy_Bliss=7.40, Synergy_Loewe=3.27, Synergy_HSA=4.18.